From a dataset of Drug-target binding data from BindingDB using IC50 measurements. Regression. Given a target protein amino acid sequence and a drug SMILES string, predict the binding affinity score between them. We predict pIC50 (pIC50 = -log10(IC50 in M); higher means more potent). Dataset: bindingdb_ic50. (1) The drug is CN1CCN(C(=O)/C(C#N)=C/c2cccc(-n3cc(-c4ccc(Oc5ccccc5)cc4)c4c(N)ncnc43)c2)CC1. The target protein sequence is MGSNKSKPKDASQRRRSLEPAENVHGAGGGAFPASQTPSKPASADGHRGPSAAFAPAAAEPKLFGGFNSSDTVTSPQRAGPLAGGVTTFVALYDYESRTETDLSFKKGERLQIVNNTEGDWWLAHSLSTGQTGYIPSNYVAPSDSIQAEEWYFGKITRRESERLLLNAENPRGTFLVRESETTKGAYCLSVSDFDNAKGLNVKHYKIRKLDSGGFYITSRTQFNSLQQLVAYYSKHADGLCHRLTTVCPTSKPQTQGLAKDAWEIPRESLRLEVKLGQGCFGEVWMGTWNGTTRVAIKTLKPGTMSPEAFLQEAQVMKKLRHEKLVQLYAVVSEEPIYIVTEYMCKGSLLDFLKGETGKYLRLPQLVDMAAQIASGMAYVERMNYVHRDLRAANILVGENLVCKVADFGLARLIEDNEYTARQGAKFPIKWTAPEAALYGRFTIKSDVWSFGILLTELTTKGRVPYPGMVNREVLDQVERGYRMPCPPECPESLHDLMCQ.... The pIC50 is 5.7. (2) The small molecule is O=[N+]([O-])c1ccccc1C=CC1NC(=S)N2CCCCN12. The target protein (Q06518) has sequence MACPWKFLFRVKSYQGDLKEEKDINNNVEKTPGAIPSPTTQDDPKSHKHQNGFPQFLTGTAQNVPESLDKLHVTPSTRPQHVRIKNWGNGEIFHDTLHHKATSDISCKSKLCMGSIMNSKSLTRGPRDKPTPVEELLPQAIEFINQYYGSFKEAKIEEHLARLEAVTKEIETTGTYQLTLDELIFATKMAWRNAPRCIGRIQWSNLQVFDARSCSTASEMFQHICRHILYATNSGNIRSAITVFPQRSDGKHDFRIWNSQLIRYAGYQMPDGTIRGDPATLEFTQLCIDLGWKPRYGRFDVLPLVLQAHGQDPEVFEIPPDLVLEVTMEHPKYEWFQELGLKWYALPAVANMLLEVGGLEFPACPFNGWYMGTEIGVRDFCDTQRYNILEEVGRRMGLETHTLASLWKDRAVTEINAAVLHSFQKQNVTIMDHHTASESFMKHMQNEYRARGGCPADWIWLVPPVSGSITPVFHQEMLNYVLSPFYYYQIEPWKTHIWQD.... The pIC50 is 5.0. (3) The target protein (P97689) has sequence MEDIPTMVKVDRGESQILSCRGRRCGLKVLGYVTGDMKEFANWLKDKPVVLQFMDWILRGISQVVFVSNPISGILILAGLLVQNPWWALCGCVGTVVSTLTALLLSQDRSAIAAGLQGYNATLVGILMAVFSDKGDYFWWLIFPVSAMSMTCPVFSSALSSLFSKWDLPVFTLPFNMALSLYLSATGHYNTFFPSKLFMPVSSVPNITWSELSALELLKSLPVGVGQIYGCDNPWTGAIFLCAILLSSPLMCLHAAIGSLLGVIAGLSLAAPFKDIYSGLWGFNSSLACIAIGGMFMALTWQTHLLALACALFTAYFGACMTHLMAAVHLPACTWSFCLATLLFLLLTTENPNIYRMPLSKVTYSEENRIFYLQNKKRVVDSPL. The compound is COc1cccc2c(Nc3ccc(C)c(F)c3)cc(C(=O)N3CCCCC3)nc12. The pIC50 is 4.3. (4) The small molecule is O=C(NCC1(CO)COC1)c1cc(NC(=O)c2cc(-c3ccccn3)c(F)cc2Cl)n(-c2ccccc2)n1. The target protein sequence is KCGRRNKFGINRPAVLAPEDGLAMSLHFMTLGGSSLSPTEGKGSGLQGHIIENPQYFSDACVHHIKRRDIVLKWELGEGAFGKVFLAECHNLLPEQDKMLVAVKALKEASESARQDFQREAELLTMLQHQHIVRFFGVCTEGRPLLMVFEYMRHGDLNRFLRSHGPDAKLLAGGEDVAPGPLGLGQLLAVASQVAAGMVYLAGLHFVHRDLATRNCLVGQGLVVKIGDFGMSRDIYSTDYYRVGGRTMLPIRWMPPESILYRKFTTESDVWSFGVVLWEIFTYGKQPWYQLSNTEAIDCITQGRELERPRACPPEVYAIMRGCWQREPQQRHSIKDVHARLQALAQAPPVYLDVLG. The pIC50 is 7.6. (5) The compound is CCCCNc1nc2nc[nH]c2c(=O)[nH]1. The target protein (P06479) has sequence MASYPGHQHASAFDQAARSRGHSNRRTALRPRRQQEATEVRPEQKMPTLLRVYIDGPHGMGKTTTTQLLVALGSRDDIVYVPEPMTYWRVLGASETIANIYTTQHRLDQGEISAGDAAVVMTSAQITMGMPYAVTDAVLAPHIGGEAGSSHAPPPALTLIFDRHPIAALLCYPAARYLMGSMTPQAVLAFVALIPPTLPGTNIVLGALPEDRHIDRLAKRQRPGERLDLAMLAAIRRVYGLLANTVRYLQGGGSWREDWGQLSGTAVPPQGAEPQSNAGPRPHIGDTLFTLFRAPELLAPNGDLYNVFAWALDVLAKRLRPMHVFILDYDQSPAGCRDALLQLTSGMIQTHVTTPGSIPTICDLARTFAREMGEAN. The pIC50 is 4.7.